From a dataset of Reaction yield outcomes from USPTO patents with 853,638 reactions. Predict the reaction yield, written as a fraction of the theoretical maximum amount of product (1.0 means a 100% yield; for example, 0.34 means a 34% yield). (1) The reactants are O.[S-2].[Na+].[Na+].[S].[CH2:6]([O:8][C:9]1[CH:14]=[CH:13][CH:12]=[CH:11][C:10]=1[C:15]1[CH:20]=[CH:19][C:18]([N+:21]([O-])=O)=[CH:17][C:16]=1[N+:24]([O-:26])=[O:25])[CH3:7].[Na+].[Cl-]. The catalyst is O. The product is [CH2:6]([O:8][C:9]1[CH:14]=[CH:13][CH:12]=[CH:11][C:10]=1[C:15]1[CH:20]=[CH:19][C:18]([NH2:21])=[CH:17][C:16]=1[N+:24]([O-:26])=[O:25])[CH3:7]. The yield is 0.950. (2) The reactants are Br[C:2]1[C:3]([CH3:26])=[C:4]([CH2:16][N:17]([CH3:25])[C:18](=[O:24])[O:19][C:20]([CH3:23])([CH3:22])[CH3:21])[S:5][C:6]=1[S:7]([C:10]1[CH:15]=[CH:14][CH:13]=[CH:12][CH:11]=1)(=[O:9])=[O:8].[F:27][C:28]1[C:33](B(O)O)=[CH:32][CH:31]=[CH:30][N:29]=1.C(=O)([O-])[O-].[Na+].[Na+].COCCOC. The catalyst is C1C=CC([P]([Pd]([P](C2C=CC=CC=2)(C2C=CC=CC=2)C2C=CC=CC=2)([P](C2C=CC=CC=2)(C2C=CC=CC=2)C2C=CC=CC=2)[P](C2C=CC=CC=2)(C2C=CC=CC=2)C2C=CC=CC=2)(C2C=CC=CC=2)C2C=CC=CC=2)=CC=1.O. The product is [F:27][C:28]1[C:33]([C:2]2[C:3]([CH3:26])=[C:4]([CH2:16][N:17]([CH3:25])[C:18](=[O:24])[O:19][C:20]([CH3:23])([CH3:21])[CH3:22])[S:5][C:6]=2[S:7]([C:10]2[CH:11]=[CH:12][CH:13]=[CH:14][CH:15]=2)(=[O:8])=[O:9])=[CH:32][CH:31]=[CH:30][N:29]=1. The yield is 0.700.